Dataset: Full USPTO retrosynthesis dataset with 1.9M reactions from patents (1976-2016). Task: Predict the reactants needed to synthesize the given product. (1) Given the product [CH3:1][C:2]1[N:6]([C:14]2[CH:19]=[CH:18][CH:17]=[CH:16][N:15]=2)[C:5]2[CH:7]=[CH:8][CH:9]=[CH:10][C:4]=2[N:3]=1, predict the reactants needed to synthesize it. The reactants are: [CH3:1][C:2]1[NH:6][C:5]2[CH:7]=[CH:8][CH:9]=[CH:10][C:4]=2[N:3]=1.[H-].[Na+].F[C:14]1[CH:19]=[CH:18][CH:17]=[CH:16][N:15]=1. (2) Given the product [C:1]([C:5]1[CH:6]=[C:7]([C:15]2[CH:16]=[CH:17][C:18](/[C:21](/[CH3:25])=[CH:22]/[CH2:23][O:24][C:39]3[CH:38]=[CH:37][C:36]([CH2:35][C@H:29]([O:28][CH2:26][CH3:27])[C:30]([O:32][CH2:33][CH3:34])=[O:31])=[CH:41][CH:40]=3)=[CH:19][CH:20]=2)[CH:8]=[C:9]([C:11]([CH3:14])([CH3:13])[CH3:12])[CH:10]=1)([CH3:2])([CH3:3])[CH3:4], predict the reactants needed to synthesize it. The reactants are: [C:1]([C:5]1[CH:6]=[C:7]([C:15]2[CH:20]=[CH:19][C:18](/[C:21](/[CH3:25])=[CH:22]/[CH2:23][OH:24])=[CH:17][CH:16]=2)[CH:8]=[C:9]([C:11]([CH3:14])([CH3:13])[CH3:12])[CH:10]=1)([CH3:4])([CH3:3])[CH3:2].[CH2:26]([O:28][C@@H:29]([CH2:35][C:36]1[CH:41]=[CH:40][C:39](O)=[CH:38][CH:37]=1)[C:30]([O:32][CH2:33][CH3:34])=[O:31])[CH3:27]. (3) Given the product [CH3:39][O:38][C:36](=[O:37])[CH:35]=[CH:6][C:5]1[CH:8]=[CH:9][C:10]([C:12]([F:15])([F:14])[F:13])=[CH:11][C:4]=1[O:3][CH2:1][CH3:2], predict the reactants needed to synthesize it. The reactants are: [CH2:1]([O:3][C:4]1[CH:11]=[C:10]([C:12]([F:15])([F:14])[F:13])[CH:9]=[CH:8][C:5]=1[CH:6]=O)[CH3:2].C1(P(=[CH:35][C:36]([O:38][CH3:39])=[O:37])(C2C=CC=CC=2)C2C=CC=CC=2)C=CC=CC=1. (4) Given the product [ClH:1].[NH2:17][C:15]1[CH:16]=[C:11]2[CH:10]=[C:9]([C:4]3[CH:5]=[C:6]([Cl:8])[CH:7]=[C:2]([Cl:1])[C:3]=3[OH:32])[NH:24][C:12]2=[CH:13][N:14]=1, predict the reactants needed to synthesize it. The reactants are: [Cl:1][C:2]1[C:3]([O:32]C)=[C:4]([C:9](=O)[CH2:10][C:11]2[CH:16]=[C:15]([NH:17]C(=O)C(C)(C)C)[N:14]=[CH:13][C:12]=2[NH:24]C(=O)C(C)(C)C)[CH:5]=[C:6]([Cl:8])[CH:7]=1. (5) Given the product [CH3:1][O:2][C:3](=[O:18])[C:4]1[CH:16]=[C:15]([N:19]2[CH2:23][CH2:22][CH2:21][C:20]2=[O:24])[CH:14]=[C:6]([C:7]([N:9]([CH3:13])[CH2:10][CH2:11][CH3:12])=[O:8])[CH:5]=1, predict the reactants needed to synthesize it. The reactants are: [CH3:1][O:2][C:3](=[O:18])[C:4]1[CH:16]=[C:15](I)[CH:14]=[C:6]([C:7]([N:9]([CH3:13])[CH2:10][CH2:11][CH3:12])=[O:8])[CH:5]=1.[NH:19]1[CH2:23][CH2:22][CH2:21][C:20]1=[O:24].C(N)CN.C(=O)([O-])[O-].[Cs+].[Cs+]. (6) Given the product [F:1][C:2]1[CH:3]=[CH:4][C:5]([N:8]2[C:12]3[CH:13]=[C:14]4[C@:19]([C:21](=[O:28])[C:22]5[CH:27]=[CH:26][CH:25]=[CH:24][N:23]=5)([CH2:20][C:11]=3[CH:10]=[N:9]2)[CH2:18][N:17]([C:29]([O:31][C:32]([CH3:35])([CH3:34])[CH3:33])=[O:30])[CH2:16][CH2:15]4)=[CH:6][CH:7]=1, predict the reactants needed to synthesize it. The reactants are: [F:1][C:2]1[CH:7]=[CH:6][C:5]([N:8]2[C:12]3[CH:13]=[C:14]4[C:19]([C@@H:21]([OH:28])[C:22]5[CH:27]=[CH:26][CH:25]=[CH:24][N:23]=5)([CH2:20][C:11]=3[CH:10]=[N:9]2)[CH2:18][N:17]([C:29]([O:31][C:32]([CH3:35])([CH3:34])[CH3:33])=[O:30])[CH2:16][CH2:15]4)=[CH:4][CH:3]=1.CC(OI1(OC(C)=O)(OC(C)=O)OC(=O)C2C1=CC=CC=2)=O.C(=O)([O-])O.[Na+]. (7) The reactants are: [P:1]([O:33][CH2:34][C:35]1[CH:40]=[CH:39][CH:38]=[CH:37][CH:36]=1)([O:25][CH2:26][C:27]1[CH:32]=[CH:31][CH:30]=[CH:29][CH:28]=1)([O:3][CH2:4][C@@H:5]1[C@@H:12]2[C@@H:8]([O:9]C(C)(C)[O:11]2)[C@H:7]([N:15]2[CH:20]=[CH:19][N:18]=[C:17]([C:21]([NH2:23])=[O:22])[C:16]2=[O:24])[O:6]1)=[O:2].Cl. Given the product [P:1]([O:25][CH2:26][C:27]1[CH:32]=[CH:31][CH:30]=[CH:29][CH:28]=1)([O:33][CH2:34][C:35]1[CH:40]=[CH:39][CH:38]=[CH:37][CH:36]=1)([O:3][CH2:4][C@@H:5]1[C@@H:12]([OH:11])[C@@H:8]([OH:9])[C@H:7]([N:15]2[CH:20]=[CH:19][N:18]=[C:17]([C:21]([NH2:23])=[O:22])[C:16]2=[O:24])[O:6]1)=[O:2], predict the reactants needed to synthesize it.